This data is from Full USPTO retrosynthesis dataset with 1.9M reactions from patents (1976-2016). The task is: Predict the reactants needed to synthesize the given product. (1) Given the product [Cl:1][C:2]1[C:3]([CH2:14][N:15]2[CH2:20][CH2:19][NH:18][CH2:17][CH2:16]2)=[C:4]([N:8]2[CH2:13][CH2:12][O:11][CH2:10][CH2:9]2)[CH:5]=[CH:6][CH:7]=1, predict the reactants needed to synthesize it. The reactants are: [Cl:1][C:2]1[CH:7]=[CH:6][CH:5]=[C:4]([N:8]2[CH2:13][CH2:12][O:11][CH2:10][CH2:9]2)[C:3]=1[CH2:14][N:15]1[CH2:20][CH2:19][N:18](C(OC(C)(C)C)=O)[CH2:17][CH2:16]1.FC(F)(F)C(O)=O. (2) Given the product [NH2:15][C:7]1[C:8]2[C:9](=[O:14])[NH:10][CH:11]=[CH:12][C:13]=2[N:5]([C:1]([CH3:4])([CH3:3])[CH3:2])[N:6]=1, predict the reactants needed to synthesize it. The reactants are: [C:1]([N:5]1[C:13]2[CH:12]=[CH:11][NH:10][C:9](=[O:14])[C:8]=2[C:7]([NH:15]CC2C=CC(OC)=CC=2)=[N:6]1)([CH3:4])([CH3:3])[CH3:2].C([SiH](CC)CC)C.